From a dataset of Full USPTO retrosynthesis dataset with 1.9M reactions from patents (1976-2016). Predict the reactants needed to synthesize the given product. (1) Given the product [Cl:1][C:2]1[CH:23]=[C:22]([Cl:24])[CH:21]=[CH:20][C:3]=1[CH2:4][C:5]1[C:9]2=[N:10][CH:11]=[CH:12][CH:13]=[C:8]2[N+:7]([O-:33])([C:14]([O:16][CH2:17][CH3:18])=[O:15])[C:6]=1[CH3:19], predict the reactants needed to synthesize it. The reactants are: [Cl:1][C:2]1[CH:23]=[C:22]([Cl:24])[CH:21]=[CH:20][C:3]=1[CH2:4][C:5]1[C:9]2=[N:10][CH:11]=[CH:12][CH:13]=[C:8]2[N:7]([C:14]([O:16][CH2:17][CH3:18])=[O:15])[C:6]=1[CH3:19].ClC1C=CC=C(C(OO)=[O:33])C=1. (2) Given the product [F:32][CH:33]([F:42])[C:34]1[O:35][N:26]=[C:17]([N:14]2[CH2:15][CH2:16][N:11]([C:8]3[N:9]=[CH:10][C:5]([OH:4])=[CH:6][N:7]=3)[C@H:12]([CH3:19])[CH2:13]2)[N:18]=1, predict the reactants needed to synthesize it. The reactants are: Cl.NO.[OH:4][C:5]1[CH:6]=[N:7][C:8]([N:11]2[CH2:16][CH2:15][N:14]([C:17]#[N:18])[CH2:13][C@H:12]2[CH3:19])=[N:9][CH:10]=1.C(=O)([O-])[O-].[Na+].[Na+].[N:26]1C=CC=CC=1.[F:32][CH:33]([F:42])[C:34](O[C:34](=[O:35])[CH:33]([F:42])[F:32])=[O:35]. (3) Given the product [CH3:16][CH:17]1[NH:18][CH2:19][CH2:20][N:21]([C:2]2[CH:15]=[CH:14][C:5]([C:6]([C:8]3[CH:13]=[CH:12][CH:11]=[CH:10][CH:9]=3)=[O:7])=[CH:4][CH:3]=2)[CH2:22]1, predict the reactants needed to synthesize it. The reactants are: F[C:2]1[CH:15]=[CH:14][C:5]([C:6]([C:8]2[CH:13]=[CH:12][CH:11]=[CH:10][CH:9]=2)=[O:7])=[CH:4][CH:3]=1.[CH3:16][CH:17]1[CH2:22][NH:21][CH2:20][CH2:19][NH:18]1.C(N(CC)CC)C.CS(C)=O. (4) Given the product [ClH:36].[ClH:36].[N:11]1([C:14]2[CH:19]=[C:18]([NH:20][C:21]([C:23]3[C:35]4[CH2:34][C:33]5[C:28](=[CH:29][CH:30]=[CH:31][CH:32]=5)[C:27]=4[CH:26]=[CH:25][CH:24]=3)=[O:22])[CH:17]=[CH:16][N:15]=2)[CH2:12][CH2:13][NH:8][CH2:9][CH2:10]1, predict the reactants needed to synthesize it. The reactants are: C([N:8]1[CH2:13][CH2:12][N:11]([C:14]2[CH:19]=[C:18]([NH:20][C:21]([C:23]3[C:35]4[CH2:34][C:33]5[C:28](=[CH:29][CH:30]=[CH:31][CH:32]=5)[C:27]=4[CH:26]=[CH:25][CH:24]=3)=[O:22])[CH:17]=[CH:16][N:15]=2)[CH2:10][CH2:9]1)C1C=CC=CC=1.[ClH:36]. (5) Given the product [O:1]=[C:2]([C:8]1[CH:13]=[CH:12][CH:11]=[CH:10][CH:9]=1)[CH2:3][CH2:4][C:5]([O:7][CH2:14][CH3:15])=[O:6], predict the reactants needed to synthesize it. The reactants are: [O:1]=[C:2]([C:8]1[CH:13]=[CH:12][CH:11]=[CH:10][CH:9]=1)[CH2:3][CH2:4][C:5]([OH:7])=[O:6].[CH2:14](O)[CH3:15].Cl.CN(C)CCCN=C=NCC. (6) Given the product [NH2:16][C:3]1[CH:4]=[C:5]([C:8]2[NH:13][C:12](=[O:14])[C:11]([CH3:15])=[N:10][N:9]=2)[CH:6]=[CH:7][C:2]=1[Cl:1], predict the reactants needed to synthesize it. The reactants are: [Cl:1][C:2]1[CH:7]=[CH:6][C:5]([C:8]2[NH:13][C:12](=[O:14])[C:11]([CH3:15])=[N:10][N:9]=2)=[CH:4][C:3]=1[N+:16]([O-])=O.[Sn](Cl)(Cl)(Cl)Cl. (7) Given the product [CH2:10]([N:20]([CH3:129])[C:21](=[O:32])[C:22]1[CH:27]=[CH:26][CH:25]=[C:24]([C:28]([NH:49][C@@H:50]([CH2:73][C:74]2[CH:75]=[C:76]([F:81])[CH:77]=[C:78]([F:80])[CH:79]=2)[C@H:51]([OH:52])[C@H:60]2[CH2:64][C:63]([OH:65])([C:93]3[CH:98]=[CH:97][CH:96]=[CH:95][CH:94]=3)[CH2:62][NH:61]2)=[O:30])[CH:23]=1)[CH2:11][CH2:12][CH3:17], predict the reactants needed to synthesize it. The reactants are: [Si](O[C@H]([C@H]1C[C@@H](OCCC)CN1C(OC(C)(C)C)=O)[C@@H:10]([NH:20][C:21](=[O:32])[C:22]1[CH:27]=[CH:26][CH:25]=[C:24]([C:28]([O:30]C)=O)[CH:23]=1)[CH2:11][C:12]1[CH:17]=C(F)C=C(F)C=1)(C(C)(C)C)(C)C.[NH2:49][C@@H:50]([CH2:73][C:74]1[CH:79]=[C:78]([F:80])[CH:77]=[C:76]([F:81])[CH:75]=1)[C@@H:51]([C@H:60]1[CH2:64][C@@H:63]([OH:65])[CH2:62][N:61]1C(OC(C)(C)C)=O)[O:52][Si](C(C)(C)C)(C)C.[Si](O[C@H]([C@H]1C[C@@H](OCCC)CN1C(OC(C)(C)C)=O)[C@@H](NC(=O)[C:93]1[CH:98]=[CH:97][CH:96]=[C:95](C(=O)N)[CH:94]=1)C[C:93]1[CH:98]=[C:97](F)[CH:96]=[C:95](F)[CH:94]=1)(C(C)(C)C)(C)C.[CH3:129]O.